This data is from Reaction yield outcomes from USPTO patents with 853,638 reactions. The task is: Predict the reaction yield, written as a fraction of the theoretical maximum amount of product (1.0 means a 100% yield; for example, 0.34 means a 34% yield). (1) The reactants are [C:1]([O:9][CH2:10][C@H:11]1[O:15][C@@H:14](C(O)=O)[CH2:13][O:12]1)(=[O:8])[C:2]1[CH:7]=[CH:6][CH:5]=[CH:4][CH:3]=1.N1C=CC=CC=1.[C:25]([O-:28])(=[O:27])[CH3:26].[C:25]([O-:28])(=[O:27])[CH3:26].[C:25]([O-:28])(=[O:27])[CH3:26].[C:25]([O-:28])(=[O:27])[CH3:26].[Pb+4]. The catalyst is C(#N)C. The product is [C:1]([O:9][CH2:10][C@H:11]1[O:15][CH:14]([O:28][C:25](=[O:27])[CH3:26])[CH2:13][O:12]1)(=[O:8])[C:2]1[CH:3]=[CH:4][CH:5]=[CH:6][CH:7]=1. The yield is 0.680. (2) The reactants are [CH3:1][C:2]1[S:6][C:5]([C:7]2[CH:12]=[CH:11][CH:10]=[CH:9][CH:8]=2)=[N:4][C:3]=1[CH2:13][O:14][C:15]1[N:20]=[CH:19][C:18]([CH2:21][OH:22])=[CH:17][CH:16]=1.O[C:24]1[CH:29]=[CH:28][CH:27]=[CH:26][C:25]=1[CH2:30][C:31]([O:33][CH3:34])=[O:32].C(P(CCCC)CCCC)CCC.N(C(N1CCCCC1)=O)=NC(N1CCCCC1)=O. The catalyst is O1CCCC1. The product is [CH3:1][C:2]1[S:6][C:5]([C:7]2[CH:12]=[CH:11][CH:10]=[CH:9][CH:8]=2)=[N:4][C:3]=1[CH2:13][O:14][C:15]1[N:20]=[CH:19][C:18]([CH2:21][O:22][C:24]2[CH:29]=[CH:28][CH:27]=[CH:26][C:25]=2[CH2:30][C:31]([O:33][CH3:34])=[O:32])=[CH:17][CH:16]=1. The yield is 0.870. (3) The reactants are [NH3:1].[CH3:2][O:3][C:4]1[CH:9]=[CH:8][C:7]([CH2:10][CH2:11][NH:12][C:13](=[O:18])[C:14]([F:17])([F:16])[F:15])=[CH:6][C:5]=1[S:19](Cl)(=[O:21])=[O:20]. The catalyst is O1CCCC1. The product is [NH2:1][S:19]([C:5]1[CH:6]=[C:7]([CH2:10][CH2:11][NH:12][C:13](=[O:18])[C:14]([F:17])([F:16])[F:15])[CH:8]=[CH:9][C:4]=1[O:3][CH3:2])(=[O:21])=[O:20]. The yield is 0.950. (4) The reactants are [C:1]1([CH:7]([CH3:10])C#N)[CH:6]=[CH:5][CH:4]=[CH:3][CH:2]=1.NO.[OH:13][N:14]=[C:15]([NH2:22])C1C=CC=CC=1. The catalyst is CCO. The product is [OH:13][N:14]=[C:15]([NH2:22])[CH2:10][CH2:7][C:1]1[CH:2]=[CH:3][CH:4]=[CH:5][CH:6]=1. The yield is 0.705. (5) The catalyst is CN(C=O)C. The reactants are [NH2:1][CH2:2][C:3]1[N:7]([CH2:8][C@@H:9]2[C@H:12]([NH:13][C:14](=[O:30])/[C:15](=[N:22]\[O:23][C:24]([CH3:29])([CH3:28])[C:25]([OH:27])=[O:26])/[C:16]3[N:17]=[C:18]([NH2:21])[S:19][CH:20]=3)[C:11](=[O:31])[N:10]2[S:32]([OH:35])(=[O:34])=[O:33])[N:6]=[CH:5][N:4]=1.Cl.[N:37]1([C:42](N)=[NH:43])C=CC=N1.CCN(C(C)C)C(C)C. The product is [NH2:21][C:18]1[S:19][CH:20]=[C:16](/[C:15](=[N:22]/[O:23][C:24]([CH3:29])([CH3:28])[C:25]([OH:27])=[O:26])/[C:14]([NH:13][C@@H:12]2[C:11](=[O:31])[N:10]([S:32]([OH:35])(=[O:34])=[O:33])[C@@H:9]2[CH2:8][N:7]2[C:3]([CH2:2][NH:1][C:42]([NH2:43])=[NH:37])=[N:4][CH:5]=[N:6]2)=[O:30])[N:17]=1. The yield is 0.420.